Predict the reactants needed to synthesize the given product. From a dataset of Full USPTO retrosynthesis dataset with 1.9M reactions from patents (1976-2016). (1) Given the product [CH2:25]([O:27][CH2:28][C:29]([N:9]1[CH:8]([CH2:1][C:2]2[CH:3]=[CH:4][CH:5]=[CH:6][CH:7]=2)[CH2:12][O:11][C:10]1=[O:13])=[O:30])[CH3:26], predict the reactants needed to synthesize it. The reactants are: [CH2:1]([C@H:8]1[CH2:12][O:11][C:10](=[O:13])[NH:9]1)[C:2]1[CH:7]=[CH:6][CH:5]=[CH:4][CH:3]=1.CCCCCC.C([Li])CCC.[CH2:25]([O:27][CH2:28][C:29](Cl)=[O:30])[CH3:26].[Cl-].[Na+]. (2) The reactants are: Cl.Cl[CH2:3][CH2:4][N:5]([CH2:8][CH3:9])[CH2:6][CH3:7].[Cl:10][C:11]1[CH:16]=[CH:15][C:14]([C@H:17]2[C@@:19]3([C:27]4[C:22](=[CH:23][CH:24]=[CH:25][CH:26]=4)[NH:21][C:20]3=[O:28])[CH2:18]2)=[CH:13][CH:12]=1. Given the product [Cl:10][C:11]1[CH:12]=[CH:13][C:14]([C@H:17]2[C@@:19]3([C:27]4[C:22](=[CH:23][CH:24]=[CH:25][CH:26]=4)[N:21]([CH2:3][CH2:4][N:5]([CH2:8][CH3:9])[CH2:6][CH3:7])[C:20]3=[O:28])[CH2:18]2)=[CH:15][CH:16]=1, predict the reactants needed to synthesize it. (3) The reactants are: [Cl:1][C:2]1[N:3]=[C:4]([Cl:11])[C:5]2[CH:10]=[CH:9][NH:8][C:6]=2[N:7]=1.[B-](F)(F)(F)[F:13].[B-](F)(F)(F)F.C1[N+]2(CCl)CC[N+](F)(CC2)C1. Given the product [Cl:1][C:2]1[N:3]=[C:4]([Cl:11])[C:5]2[C:10]([F:13])=[CH:9][NH:8][C:6]=2[N:7]=1, predict the reactants needed to synthesize it. (4) Given the product [F:1][C:2]([F:22])([F:21])[C:3]1[CH:4]=[C:5]([CH:9]([C:11]2[CH:16]=[CH:15][CH:14]=[C:13]([C:17]([F:20])([F:19])[F:18])[CH:12]=2)[NH:26][CH:23]([CH3:25])[CH3:24])[CH:6]=[CH:7][CH:8]=1, predict the reactants needed to synthesize it. The reactants are: [F:1][C:2]([F:22])([F:21])[C:3]1[CH:4]=[C:5]([C:9]([C:11]2[CH:16]=[CH:15][CH:14]=[C:13]([C:17]([F:20])([F:19])[F:18])[CH:12]=2)=O)[CH:6]=[CH:7][CH:8]=1.[CH:23]([NH2:26])([CH3:25])[CH3:24].CO.[OH-].[Na+]. (5) The reactants are: [C:1]([C:3]1[N:8]=[C:7]([CH2:9][CH:10]([C:16]2[CH:21]=[CH:20][C:19]([O:22][CH3:23])=[CH:18][C:17]=2[NH:24]C(=O)OC(C)(C)C)[C:11](=O)[CH:12]([CH3:14])[CH3:13])[CH:6]=[CH:5][CH:4]=1)#[N:2].FC(F)(F)C(O)=O.C(=O)([O-])O.[Na+]. Given the product [CH:12]([C:11]1[NH:24][C:17]2[C:16]([C:10]=1[CH2:9][C:7]1[N:8]=[C:3]([C:1]#[N:2])[CH:4]=[CH:5][CH:6]=1)=[CH:21][CH:20]=[C:19]([O:22][CH3:23])[CH:18]=2)([CH3:14])[CH3:13], predict the reactants needed to synthesize it. (6) Given the product [CH3:35][O:36][C:28](=[O:29])[C@@H:27]([C:21]1[CH:22]=[CH:15][C:14]([N:11]([CH3:9])[CH3:12])=[CH:25][CH:26]=1)[CH2:30][CH:31]=[O:32], predict the reactants needed to synthesize it. The reactants are: [Si](Cl)(C(C)(C)C)(C)C.[CH2:9]([N:11]([CH2:14][CH3:15])[CH2:12]C)C.CI.[Na].N.Cl.[C:21]1([C@H:27]([CH2:30][CH2:31][OH:32])[CH2:28][OH:29])[CH:26]=[CH:25]C=C[CH:22]=1.C1C[O:36][CH2:35]C1.